This data is from Catalyst prediction with 721,799 reactions and 888 catalyst types from USPTO. The task is: Predict which catalyst facilitates the given reaction. (1) Reactant: Cl[C:2]1[CH:7]=[C:6]([O:8][C:9]2[CH:10]=[CH:11][C:12]([NH:16][C:17](=[O:19])[CH3:18])=[N:13][C:14]=2[CH3:15])[CH:5]=[CH:4][N:3]=1.[CH3:20][CH2:21]OC(C)=O. Product: [C:20]([C:2]1[CH:7]=[C:6]([O:8][C:9]2[CH:10]=[CH:11][C:12]([NH:16][C:17](=[O:19])[CH3:18])=[N:13][C:14]=2[CH3:15])[CH:5]=[CH:4][N:3]=1)#[CH:21]. The catalyst class is: 122. (2) The catalyst class is: 9. Reactant: [CH3:1][C:2]1[CH:7]=[CH:6][C:5]([CH:8]2[CH2:13][N:12]([C:14](OC3C=CC([N+]([O-])=O)=CC=3)=[O:15])[CH2:11][CH:10]([C:26]([O:28][CH3:29])=[O:27])[CH2:9]2)=[CH:4][C:3]=1[C:30]([F:33])([F:32])[F:31].[OH:34][CH:35]1[CH2:40][CH2:39][NH:38][CH2:37][CH2:36]1.C(=O)([O-])[O-].[K+].[K+]. Product: [OH:34][CH:35]1[CH2:40][CH2:39][N:38]([C:14]([N:12]2[CH2:13][CH:8]([C:5]3[CH:6]=[CH:7][C:2]([CH3:1])=[C:3]([C:30]([F:31])([F:33])[F:32])[CH:4]=3)[CH2:9][CH:10]([C:26]([O:28][CH3:29])=[O:27])[CH2:11]2)=[O:15])[CH2:37][CH2:36]1. (3) Reactant: O1[C:5]2([CH2:10][CH2:9][CH:8]([N:11]3[C:15]4=[N:16][CH:17]=[N:18][C:19]([NH2:20])=[C:14]4[C:13]([I:21])=[N:12]3)[CH2:7][CH2:6]2)[O:4]CC1.Cl. Product: [NH2:20][C:19]1[N:18]=[CH:17][N:16]=[C:15]2[N:11]([CH:8]3[CH2:7][CH2:6][C:5](=[O:4])[CH2:10][CH2:9]3)[N:12]=[C:13]([I:21])[C:14]=12. The catalyst class is: 21. (4) Reactant: [C:1]([C:3]1[C:8]([O:9][CH2:10][C@@H:11]([NH:16]C(=O)OC(C)(C)C)[CH2:12][CH:13]([CH3:15])[CH3:14])=[CH:7][C:6]2[O:24][CH:25]([CH3:32])[C:26]3[C:31]([C:5]=2[CH:4]=1)=[CH:30][CH:29]=[N:28][CH:27]=3)#[N:2].Cl.O1CCOCC1. Product: [NH2:16][C@@H:11]([CH2:12][CH:13]([CH3:15])[CH3:14])[CH2:10][O:9][C:8]1[C:3]([C:1]#[N:2])=[CH:4][C:5]2[C:31]3[C:26](=[CH:27][N:28]=[CH:29][CH:30]=3)[CH:25]([CH3:32])[O:24][C:6]=2[CH:7]=1. The catalyst class is: 4. (5) Reactant: Br.[Br:2][C:3]1[CH:4]=[CH:5][C:6]2[N:7]([CH2:10][C:11]([C:14]([F:17])([F:16])[F:15])(O)[N:12]=2)[C:8]=1[CH3:9]. Product: [Br:2][C:3]1[CH:4]=[CH:5][C:6]2[N:7]([CH:10]=[C:11]([C:14]([F:16])([F:17])[F:15])[N:12]=2)[C:8]=1[CH3:9]. The catalyst class is: 8.